This data is from Reaction yield outcomes from USPTO patents with 853,638 reactions. The task is: Predict the reaction yield, written as a fraction of the theoretical maximum amount of product (1.0 means a 100% yield; for example, 0.34 means a 34% yield). (1) The reactants are [N:1]1[CH:6]=[CH:5][CH:4]=[C:3]([N:7]2[CH2:11][CH2:10][NH:9][C:8]2=[O:12])[CH:2]=1.Br[C:14]1[CH:23]=[CH:22][C:21]2[C:16](=[CH:17][CH:18]=[C:19]([O:24][CH3:25])[CH:20]=2)[CH:15]=1.N[C@@H]1CCCC[C@H]1N.C(=O)([O-])[O-].[K+].[K+]. The catalyst is [Cu](I)I.O1CCOCC1. The product is [CH3:25][O:24][C:19]1[CH:20]=[C:21]2[C:16](=[CH:17][CH:18]=1)[CH:15]=[C:14]([N:9]1[CH2:10][CH2:11][N:7]([C:3]3[CH:2]=[N:1][CH:6]=[CH:5][CH:4]=3)[C:8]1=[O:12])[CH:23]=[CH:22]2. The yield is 0.552. (2) The reactants are [C:1]1([CH2:7][CH2:8][CH2:9][C:10]([OH:12])=O)[CH:6]=[CH:5][CH:4]=[CH:3][CH:2]=1.C(Cl)(=O)C(Cl)=O.Cl.[F:20][C:21]1[CH:26]=[CH:25][C:24]([CH:27]([OH:41])[CH:28]([NH2:40])[CH2:29][C:30]2[CH:35]=[CH:34][C:33]([C:36]([F:39])([F:38])[F:37])=[CH:32][CH:31]=2)=[CH:23][CH:22]=1.C(=O)([O-])O.[Na+]. The catalyst is O1CCCC1.C(OCC)(=O)C.O.CN(C)C=O. The product is [F:20][C:21]1[CH:22]=[CH:23][C:24]([CH:27]([OH:41])[CH:28]([NH:40][C:10](=[O:12])[CH2:9][CH2:8][CH2:7][C:1]2[CH:2]=[CH:3][CH:4]=[CH:5][CH:6]=2)[CH2:29][C:30]2[CH:35]=[CH:34][C:33]([C:36]([F:39])([F:38])[F:37])=[CH:32][CH:31]=2)=[CH:25][CH:26]=1. The yield is 0.680. (3) The reactants are [Br:1][CH2:2][CH2:3][CH2:4][CH2:5][CH2:6][CH2:7][CH2:8][CH2:9][CH2:10][OH:11].C(=O)(O)[O-].[Na+].[Br-].[K+].S(=O)(O)[O-].[Na+]. The catalyst is O.ClCCl. The product is [Br:1][CH2:2][CH2:3][CH2:4][CH2:5][CH2:6][CH2:7][CH2:8][CH2:9][CH:10]=[O:11]. The yield is 0.940.